The task is: Predict the product of the given reaction.. This data is from Forward reaction prediction with 1.9M reactions from USPTO patents (1976-2016). (1) Given the reactants FC1C=C(C(C)(C)CC(O)(C(F)(F)F)C=O)C2OCCC=2C=1.NC1C=CC=C2C=1C=CC=N2.[F:34][C:35]1[CH:36]=[C:37]([C:44]([CH3:65])([CH3:64])[CH2:45][C:46]([OH:63])([C:59]([F:62])([F:61])[F:60])[CH:47]=[N:48][C:49]2[CH:58]=[CH:57][CH:56]=[C:55]3[C:50]=2[CH:51]=[CH:52][CH:53]=[N:54]3)[C:38]2[O:42][CH2:41][CH2:40][C:39]=2[CH:43]=1.[BH4-].[Na+], predict the reaction product. The product is: [F:34][C:35]1[CH:36]=[C:37]([C:44]([CH3:65])([CH3:64])[CH2:45][C:46]([OH:63])([C:59]([F:60])([F:62])[F:61])[CH2:47][NH:48][C:49]2[CH:58]=[CH:57][CH:56]=[C:55]3[C:50]=2[CH:51]=[CH:52][CH:53]=[N:54]3)[C:38]2[O:42][CH2:41][CH2:40][C:39]=2[CH:43]=1. (2) Given the reactants [CH2:1]([O:8][C:9]1[CH:14]=[CH:13][N:12]=[CH:11][C:10]=1[NH:15][S:16]([CH3:19])(=[O:18])=[O:17])[C:2]1[CH:7]=[CH:6][CH:5]=[CH:4][CH:3]=1.[C:20]([O-])([O-])=O.[K+].[K+].CI.O, predict the reaction product. The product is: [CH2:1]([O:8][C:9]1[CH:14]=[CH:13][N:12]=[CH:11][C:10]=1[N:15]([CH3:20])[S:16]([CH3:19])(=[O:18])=[O:17])[C:2]1[CH:7]=[CH:6][CH:5]=[CH:4][CH:3]=1. (3) Given the reactants F[C:2]1[CH:7]=[CH:6][C:5]([I:8])=[CH:4][N:3]=1.[C:9]([N:16]1[CH2:21][CH2:20][NH:19][CH2:18][CH2:17]1)([O:11][C:12]([CH3:15])([CH3:14])[CH3:13])=[O:10], predict the reaction product. The product is: [C:12]([O:11][C:9]([N:16]1[CH2:21][CH2:20][N:19]([C:2]2[CH:7]=[CH:6][C:5]([I:8])=[CH:4][N:3]=2)[CH2:18][CH2:17]1)=[O:10])([CH3:15])([CH3:13])[CH3:14]. (4) Given the reactants C[Si:2]([C:5]#N)([CH3:4])[CH3:3].CN(C)C.[OH:11][C:12]([C:15]1[CH:16]=[C:17]2[C:22](=[CH:23][CH:24]=1)[N:21]=[C:20]([C:25]#[N:26])[CH:19]=[CH:18]2)([CH3:14])[CH3:13], predict the reaction product. The product is: [CH3:14][C:12]([C:15]1[CH:16]=[C:17]2[C:22](=[CH:23][CH:24]=1)[N:21]=[C:20]([C:25]#[N:26])[CH:19]=[CH:18]2)([O:11][Si:2]([CH3:3])([CH3:4])[CH3:5])[CH3:13]. (5) Given the reactants [Br:1][C:2]1[CH:3]=[CH:4][C:5]([NH2:8])=[N:6][CH:7]=1.Br[CH2:10][C:11]([C:13]1[CH:18]=[CH:17][C:16]([Cl:19])=[CH:15][CH:14]=1)=O.C(=O)([O-])O.[Na+].O, predict the reaction product. The product is: [Br:1][C:2]1[CH:3]=[CH:4][C:5]2[N:6]([CH:10]=[C:11]([C:13]3[CH:18]=[CH:17][C:16]([Cl:19])=[CH:15][CH:14]=3)[N:8]=2)[CH:7]=1.